Dataset: Full USPTO retrosynthesis dataset with 1.9M reactions from patents (1976-2016). Task: Predict the reactants needed to synthesize the given product. (1) Given the product [CH:14]([S:17][C:18](=[O:31])[CH2:19][C@H:20]([NH:24][C:25](=[O:30])[CH2:26][CH2:27][CH:28]=[CH2:29])[C:21]([O:23][CH2:2][C:3]#[N:4])=[O:22])([CH3:16])[CH3:15], predict the reactants needed to synthesize it. The reactants are: Br[CH2:2][C:3]#[N:4].C(N(C(C)C)C(C)C)C.[CH:14]([S:17][C:18](=[O:31])[CH2:19][C@H:20]([NH:24][C:25](=[O:30])[CH2:26][CH2:27][CH:28]=[CH2:29])[C:21]([OH:23])=[O:22])([CH3:16])[CH3:15].[Cl-].[NH4+]. (2) Given the product [ClH:51].[C:8]([S:11][CH:12]1[CH2:17][CH2:16][N:15]([CH:31]([C:37]2[CH:42]=[CH:41][CH:40]=[CH:39][C:38]=2[F:43])[C:32]([CH:34]2[CH2:35][CH2:36]2)=[O:33])[CH2:14]/[C:13]/1=[CH:18]\[C:19]1[N:23]([CH2:24][CH2:25][C:26]([O:28][CH3:29])=[O:27])[N:22]=[N:21][CH:20]=1)(=[O:10])[CH3:9], predict the reactants needed to synthesize it. The reactants are: FC(F)(F)C(O)=O.[C:8]([S:11][CH:12]1[CH2:17][CH2:16][NH:15][CH2:14]/[C:13]/1=[CH:18]\[C:19]1[N:23]([CH2:24][CH2:25][C:26]([O:28][CH3:29])=[O:27])[N:22]=[N:21][CH:20]=1)(=[O:10])[CH3:9].Br[CH:31]([C:37]1[CH:42]=[CH:41][CH:40]=[CH:39][C:38]=1[F:43])[C:32]([CH:34]1[CH2:36][CH2:35]1)=[O:33].C(N(CC)CC)C.[Cl-:51].[Na+]. (3) Given the product [F:3][C:4]1[CH:18]=[CH:17][C:7]2[N:8]([CH2:24][C@H:23]3[CH2:25][CH2:20][CH2:21][N:22]3[CH2:26][CH2:27][C:28]3[CH:29]=[CH:30][C:31]([N:34]4[CH2:35][CH2:36][CH2:37][CH2:38]4)=[CH:32][CH:33]=3)[C:9]3[CH:16]=[CH:15][CH:14]=[CH:13][C:10]=3[O:11][CH2:12][C:6]=2[CH:5]=1, predict the reactants needed to synthesize it. The reactants are: [H-].[Na+].[F:3][C:4]1[CH:18]=[CH:17][C:7]2[NH:8][C:9]3[CH:16]=[CH:15][CH:14]=[CH:13][C:10]=3[O:11][CH2:12][C:6]=2[CH:5]=1.Cl[C@@H:20]1[CH2:25][CH2:24][CH2:23][N:22]([CH2:26][CH2:27][C:28]2[CH:33]=[CH:32][C:31]([N:34]3[CH2:38][CH2:37][CH2:36][CH2:35]3)=[CH:30][CH:29]=2)[CH2:21]1.C(=O)([O-])O.[Na+]. (4) The reactants are: N[C:2]1[C:6]([CH2:7][C:8]2[CH:13]=[CH:12][CH:11]=[CH:10][CH:9]=2)=[C:5]([C:14]([O:16][CH2:17][CH3:18])=[O:15])[N:4]([CH2:19][C:20]2[CH:25]=[CH:24][C:23]([O:26][CH3:27])=[CH:22][CH:21]=2)[N:3]=1.[I:28]CI. Given the product [CH2:7]([C:6]1[C:2]([I:28])=[N:3][N:4]([CH2:19][C:20]2[CH:25]=[CH:24][C:23]([O:26][CH3:27])=[CH:22][CH:21]=2)[C:5]=1[C:14]([O:16][CH2:17][CH3:18])=[O:15])[C:8]1[CH:13]=[CH:12][CH:11]=[CH:10][CH:9]=1, predict the reactants needed to synthesize it. (5) Given the product [Cl:1][C:2]1[CH:3]=[C:4]([C:9]2([C:22]([F:23])([F:25])[F:24])[O:13][N:12]=[C:11]([C:14]3[CH:15]=[CH:16][C:17]([CH3:21])=[C:18]([NH:19][C:32](=[O:33])[C:31]4[CH:35]=[CH:36][C:28]([C:26]#[N:27])=[CH:29][CH:30]=4)[CH:20]=3)[CH2:10]2)[CH:5]=[C:6]([Cl:8])[CH:7]=1, predict the reactants needed to synthesize it. The reactants are: [Cl:1][C:2]1[CH:3]=[C:4]([C:9]2([C:22]([F:25])([F:24])[F:23])[O:13][N:12]=[C:11]([C:14]3[CH:15]=[CH:16][C:17]([CH3:21])=[C:18]([CH:20]=3)[NH2:19])[CH2:10]2)[CH:5]=[C:6]([Cl:8])[CH:7]=1.[C:26]([C:28]1[CH:36]=[CH:35][C:31]([C:32](O)=[O:33])=[CH:30][CH:29]=1)#[N:27].Cl.C(N(CC)CCCN=C=NCC)C.C(=O)([O-])O.[Na+]. (6) Given the product [CH:1]1([C:4]2[CH:5]=[CH:6][C:7]([C@@H:10]([NH2:13])[CH2:11][CH3:12])=[CH:8][CH:9]=2)[CH2:3][CH2:2]1, predict the reactants needed to synthesize it. The reactants are: [CH:1]1([C:4]2[CH:9]=[CH:8][C:7]([C@@H:10]([NH:13][S@](C(C)(C)C)=O)[CH2:11][CH3:12])=[CH:6][CH:5]=2)[CH2:3][CH2:2]1.CCOC(C)=O.